This data is from Full USPTO retrosynthesis dataset with 1.9M reactions from patents (1976-2016). The task is: Predict the reactants needed to synthesize the given product. (1) The reactants are: [F:1][C:2]1[CH:10]=[C:9]2[C:5]([CH:6]=[CH:7][NH:8]2)=[CH:4][CH:3]=1.Cl. Given the product [F:1][C:2]1[CH:10]=[C:9]2[C:5]([CH2:6][CH2:7][NH:8]2)=[CH:4][CH:3]=1, predict the reactants needed to synthesize it. (2) Given the product [CH3:1][O:2][C:3](=[O:15])[C:4]1[C:5](=[C:10]([CH2:14][Br:16])[CH:11]=[CH:12][CH:13]=1)[C:6]([O:8][CH3:9])=[O:7], predict the reactants needed to synthesize it. The reactants are: [CH3:1][O:2][C:3](=[O:15])[C:4]1[C:5](=[C:10]([CH3:14])[CH:11]=[CH:12][CH:13]=1)[C:6]([O:8][CH3:9])=[O:7].[Br:16]N1C(=O)CCC1=O. (3) Given the product [O:14]=[C:9]1[CH:10]=[CH:11][C:12](=[O:13])[N:8]1[CH2:7][CH2:6][CH2:5][CH2:4][CH2:3][CH:2]=[O:1], predict the reactants needed to synthesize it. The reactants are: [OH:1][CH2:2][CH2:3][CH2:4][CH2:5][CH2:6][CH2:7][N:8]1[C:12](=[O:13])[CH:11]=[CH:10][C:9]1=[O:14].CC(OI1(OC(C)=O)(OC(C)=O)OC(=O)C2C=CC=CC1=2)=O.C(=O)(O)[O-].[Na+].C(OCC)(=O)C. (4) Given the product [I:1][C:2]1[CH:3]=[C:4]2[C:9](=[N:10][C:11]=1[O:12][CH3:13])[N:8]([CH3:14])[CH:7]=[C:6]([C:15]([OH:17])=[O:16])[C:5]2=[O:20], predict the reactants needed to synthesize it. The reactants are: [I:1][C:2]1[CH:3]=[C:4]2[C:9](=[N:10][C:11]=1[O:12][CH3:13])[N:8]([CH3:14])[CH:7]=[C:6]([C:15]([O:17]CC)=[O:16])[C:5]2=[O:20].[OH-].[Na+].Cl. (5) Given the product [CH2:1]([O:5][CH2:6][CH2:7][O:8][C:9]1[CH:14]=[CH:13][C:12]([C:15]2[CH:16]=[CH:17][C:18]3[N:24]([C:25](=[O:30])[C:26]([F:28])([F:29])[F:27])[CH2:23][CH2:22][C:21]([C:31]([NH:33][C:34]4[CH:39]=[CH:38][C:37]([CH:40]([OH:47])[C:41]5[CH:46]=[CH:45][CH:44]=[CH:43][N+:42]=5[O-:61])=[C:36]([C:48]([F:51])([F:49])[F:50])[CH:35]=4)=[O:32])=[CH:20][C:19]=3[CH:52]=2)=[CH:11][CH:10]=1)[CH2:2][CH2:3][CH3:4], predict the reactants needed to synthesize it. The reactants are: [CH2:1]([O:5][CH2:6][CH2:7][O:8][C:9]1[CH:14]=[CH:13][C:12]([C:15]2[CH:16]=[CH:17][C:18]3[N:24]([C:25](=[O:30])[C:26]([F:29])([F:28])[F:27])[CH2:23][CH2:22][C:21]([C:31]([NH:33][C:34]4[CH:39]=[CH:38][C:37]([CH:40]([OH:47])[C:41]5[CH:46]=[CH:45][CH:44]=[CH:43][N:42]=5)=[C:36]([C:48]([F:51])([F:50])[F:49])[CH:35]=4)=[O:32])=[CH:20][C:19]=3[CH:52]=2)=[CH:11][CH:10]=1)[CH2:2][CH2:3][CH3:4].ClC1C=CC=C(C(OO)=[O:61])C=1.O.